This data is from Reaction yield outcomes from USPTO patents with 853,638 reactions. The task is: Predict the reaction yield, written as a fraction of the theoretical maximum amount of product (1.0 means a 100% yield; for example, 0.34 means a 34% yield). The reactants are C(OC(=O)[N:7]([CH2:9][C:10]1[CH:14]=[C:13]([C:15]2[CH:20]=[CH:19][CH:18]=[CH:17][CH:16]=2)[N:12]([S:21]([C:24]2[CH:25]=[N:26][CH:27]=[C:28](Br)[CH:29]=2)(=[O:23])=[O:22])[CH:11]=1)[CH3:8])(C)(C)C.C(N(CC)CC)C.CO.[C:41]([O:44][CH2:45]C)(=[O:43])C.[ClH:47]. The catalyst is C(O)C. The product is [ClH:47].[CH3:8][NH:7][CH2:9][C:10]1[CH:14]=[C:13]([C:15]2[CH:20]=[CH:19][CH:18]=[CH:17][CH:16]=2)[N:12]([S:21]([C:24]2[CH:25]=[N:26][CH:27]=[C:28]([CH:29]=2)[C:41]([O:44][CH3:45])=[O:43])(=[O:22])=[O:23])[CH:11]=1. The yield is 0.560.